From a dataset of Full USPTO retrosynthesis dataset with 1.9M reactions from patents (1976-2016). Predict the reactants needed to synthesize the given product. (1) Given the product [F:20][C:21]([F:29])([F:28])[CH:22]1[CH2:27][CH2:26][N:25]([S:2]([N:5]2[CH2:10][CH2:9][O:8][C:7]3[N:11]=[CH:12][C:13]([C:15]([O:17][CH3:18])=[O:16])=[CH:14][C:6]2=3)(=[O:4])=[O:3])[CH2:24][CH2:23]1, predict the reactants needed to synthesize it. The reactants are: Cl[S:2]([N:5]1[CH2:10][CH2:9][O:8][C:7]2[N:11]=[CH:12][C:13]([C:15]([O:17][CH3:18])=[O:16])=[CH:14][C:6]1=2)(=[O:4])=[O:3].Cl.[F:20][C:21]([F:29])([F:28])[CH:22]1[CH2:27][CH2:26][NH:25][CH2:24][CH2:23]1. (2) Given the product [C:14]([C:13]1[N:8]([CH2:9][CH2:10][OH:11])[C:5]2=[CH:6][N:7]=[C:2]([Cl:1])[CH:3]=[C:4]2[CH:12]=1)([CH3:17])([CH3:16])[CH3:15], predict the reactants needed to synthesize it. The reactants are: [Cl:1][C:2]1[N:7]=[CH:6][C:5]([NH:8][CH2:9][CH2:10][OH:11])=[C:4]([C:12]#[C:13][C:14]([CH3:17])([CH3:16])[CH3:15])[CH:3]=1.CC([O-])(C)C.[K+].